This data is from Full USPTO retrosynthesis dataset with 1.9M reactions from patents (1976-2016). The task is: Predict the reactants needed to synthesize the given product. (1) Given the product [C:1]1([C:8]2[CH:13]=[CH:12][CH:11]=[CH:10][CH:9]=2)[CH:2]=[CH:3][C:4]([NH:7][C:27](=[O:28])[C:26]2[CH:30]=[CH:31][C:32]([C:33]([F:36])([F:35])[F:34])=[C:24]([N+:21]([O-:23])=[O:22])[CH:25]=2)=[CH:5][CH:6]=1, predict the reactants needed to synthesize it. The reactants are: [C:1]1([C:8]2[CH:13]=[CH:12][CH:11]=[CH:10][CH:9]=2)[CH:6]=[CH:5][C:4]([NH2:7])=[CH:3][CH:2]=1.C(N(CC)CC)C.[N+:21]([C:24]1[CH:25]=[C:26]([CH:30]=[CH:31][C:32]=1[C:33]([F:36])([F:35])[F:34])[C:27](Cl)=[O:28])([O-:23])=[O:22].O. (2) The reactants are: Cl.[CH2:2]([NH:9][CH2:10][CH2:11][CH2:12][OH:13])[C:3]1[CH:8]=[CH:7][CH:6]=[CH:5][CH:4]=1.CCN(C(C)C)C(C)C.[C:23]([O:27][C:28](O[C:28]([O:27][C:23]([CH3:26])([CH3:25])[CH3:24])=[O:29])=[O:29])([CH3:26])([CH3:25])[CH3:24]. Given the product [C:23]([O:27][C:28](=[O:29])[N:9]([CH2:2][C:3]1[CH:8]=[CH:7][CH:6]=[CH:5][CH:4]=1)[CH2:10][CH2:11][CH2:12][OH:13])([CH3:26])([CH3:25])[CH3:24], predict the reactants needed to synthesize it. (3) Given the product [ClH:1].[ClH:1].[Cl:1][C:2]1[CH:3]=[C:4]([NH:16][C:17]2[C:18]3[N:25]([CH2:26][CH2:27][NH:28][CH3:29])[CH:24]=[CH:23][C:19]=3[N:20]=[CH:21][N:22]=2)[CH:5]=[CH:6][C:7]=1[O:8][C:9]1[CH:14]=[CH:13][CH:12]=[C:11]([Cl:15])[CH:10]=1, predict the reactants needed to synthesize it. The reactants are: [Cl:1][C:2]1[CH:3]=[C:4]([NH:16][C:17]2[C:18]3[N:25]([CH2:26][CH2:27][N:28](C)[C:29](=O)OC(C)(C)C)[CH:24]=[CH:23][C:19]=3[N:20]=[CH:21][N:22]=2)[CH:5]=[CH:6][C:7]=1[O:8][C:9]1[CH:14]=[CH:13][CH:12]=[C:11]([Cl:15])[CH:10]=1. (4) Given the product [NH2:44][C@H:57]([C:38]1[CH:39]=[CH:40][CH:41]=[CH:42][CH:43]=1)[CH2:58][N:12]1[C:13](=[O:14])[C:8]([C:3]2[CH:4]=[CH:5][CH:6]=[CH:7][C:2]=2[F:1])=[C:9]2[S:18][CH2:17][C@H:16]([C:19]3[CH:20]=[CH:21][CH:22]=[CH:23][CH:24]=3)[N:10]2[C:11]1=[O:15], predict the reactants needed to synthesize it. The reactants are: [F:1][C:2]1[CH:7]=[CH:6][CH:5]=[CH:4][C:3]=1[C:8]1[C:13](=[O:14])[NH:12][C:11](=[O:15])[N:10]2[C@@H:16]([C:19]3[CH:24]=[CH:23][CH:22]=[CH:21][CH:20]=3)[CH2:17][S:18][C:9]=12.[C:38]1(P([C:38]2[CH:43]=[CH:42][CH:41]=[CH:40][CH:39]=2)[C:38]2[CH:43]=[CH:42][CH:41]=[CH:40][CH:39]=2)[CH:43]=[CH:42][CH:41]=[CH:40][CH:39]=1.[N:44](C(OCC)=O)=NC(OCC)=O.F[C:57](F)(F)[C:58](O)=O. (5) The reactants are: [CH2:1]([N:5]1[C:13](=[O:14])[N:8]2[CH:9]=[CH:10][CH:11]=[CH:12][C:7]2=[N:6]1)[CH2:2][C:3]#[CH:4].Br[C:16]1[CH:21]=[CH:20][CH:19]=[C:18]([CH2:22][F:23])[N:17]=1. Given the product [F:23][CH2:22][C:18]1[N:17]=[C:16]([C:4]#[C:3][CH2:2][CH2:1][N:5]2[C:13](=[O:14])[N:8]3[CH:9]=[CH:10][CH:11]=[CH:12][C:7]3=[N:6]2)[CH:21]=[CH:20][CH:19]=1, predict the reactants needed to synthesize it.